This data is from Full USPTO retrosynthesis dataset with 1.9M reactions from patents (1976-2016). The task is: Predict the reactants needed to synthesize the given product. (1) Given the product [OH:1][C@@H:2]1[C@@H:7]([N:8]2[C:17](=[O:18])[C:16]3[C:11](=[C:12]4[CH:32]=[CH:31][CH:30]=[CH:29][C:13]4=[C:14]([CH2:19][C:20]4[CH:21]=[CH:22][C:23]([C:26]([N:34]([CH3:35])[CH3:33])=[O:28])=[N:24][CH:25]=4)[CH:15]=3)[N:10]=[CH:9]2)[CH2:6][CH2:5][O:4][CH2:3]1, predict the reactants needed to synthesize it. The reactants are: [OH:1][C@@H:2]1[C@@H:7]([N:8]2[C:17](=[O:18])[C:16]3[C:11](=[C:12]4[CH:32]=[CH:31][CH:30]=[CH:29][C:13]4=[C:14]([CH2:19][C:20]4[CH:21]=[CH:22][C:23]([C:26]([OH:28])=O)=[N:24][CH:25]=4)[CH:15]=3)[N:10]=[CH:9]2)[CH2:6][CH2:5][O:4][CH2:3]1.[CH3:33][NH:34][CH3:35].C(N(CC)CC)C.F[P-](F)(F)(F)(F)F.N1(O[P+](N(C)C)(N(C)C)N(C)C)C2C=CC=CC=2N=N1. (2) Given the product [N:1]1([C:10]2[N:14]([CH3:15])[N:13]=[C:12]([CH3:16])[C:11]=2/[CH:17]=[CH:18]/[C:19]([NH:82][S:79]([CH2:74][CH2:75][CH2:76][CH2:77][CH3:78])(=[O:81])=[O:80])=[O:21])[C:9]2[C:4](=[CH:5][CH:6]=[CH:7][CH:8]=2)[CH:3]=[CH:2]1, predict the reactants needed to synthesize it. The reactants are: [N:1]1([C:10]2[N:14]([CH3:15])[N:13]=[C:12]([CH3:16])[C:11]=2/[CH:17]=[CH:18]/[C:19]([OH:21])=O)[C:9]2[C:4](=[CH:5][CH:6]=[CH:7][CH:8]=2)[CH:3]=[CH:2]1.CC1N(COCC[Si](C)(C)C)C(C)=C(C2C3C(=CC=CC=3)C=CC=2)C=1C=O.CC1C=CC=C([N+]([O-])=O)C=1C(OC(=O)C1C([N+]([O-])=O)=CC=CC=1C)=O.[CH2:74]([S:79]([NH2:82])(=[O:81])=[O:80])[CH2:75][CH2:76][CH2:77][CH3:78]. (3) Given the product [I:13][C:4]1[C:3]([C:7]2[CH:8]=[CH:9][CH:10]=[CH:11][CH:12]=2)=[C:2]([CH3:1])[NH:6][N:5]=1, predict the reactants needed to synthesize it. The reactants are: [CH3:1][C:2]1[NH:6][N:5]=[CH:4][C:3]=1[C:7]1[CH:12]=[CH:11][CH:10]=[CH:9][CH:8]=1.[I-:13].[Na+].II.C([O-])([O-])=O.[K+].[K+]. (4) Given the product [CH2:32]([OH:33])[CH2:31][O:30][CH2:29][CH2:28][O:27][CH2:26][CH2:25][O:24][CH2:23][CH2:22][O:21][CH2:20][CH2:19][O:18][CH2:17][CH2:16][O:15][CH2:14][CH2:13][O:12][CH2:11][CH2:10][OH:34], predict the reactants needed to synthesize it. The reactants are: CO.C([CH:10]([OH:34])[CH2:11][O:12][CH2:13][CH2:14][O:15][CH2:16][CH2:17][O:18][CH2:19][CH2:20][O:21][CH2:22][CH2:23][O:24][CH2:25][CH2:26][O:27][CH2:28][CH2:29][O:30][CH2:31][CH2:32][OH:33])C1C=CC=CC=1.CCCCCC. (5) Given the product [Cl:14][C:11]1[CH:12]=[CH:13][C:8]([C:5]2[N:4]=[C:3]([CH2:2][O:27][C:26]3[C:18]([F:17])=[C:19]([C:23]([F:28])=[CH:24][CH:25]=3)[C:20]([NH2:22])=[O:21])[S:7][N:6]=2)=[C:9]([O:15][CH3:16])[CH:10]=1, predict the reactants needed to synthesize it. The reactants are: Br[CH2:2][C:3]1[S:7][N:6]=[C:5]([C:8]2[CH:13]=[CH:12][C:11]([Cl:14])=[CH:10][C:9]=2[O:15][CH3:16])[N:4]=1.[F:17][C:18]1[C:26]([OH:27])=[CH:25][CH:24]=[C:23]([F:28])[C:19]=1[C:20]([NH2:22])=[O:21].C(=O)([O-])[O-].[K+].[K+]. (6) Given the product [CH3:23][N:22]1[CH2:9][CH2:3][CH2:4][CH2:5][C@H:6]1[CH2:7][OH:27], predict the reactants needed to synthesize it. The reactants are: NN.[C:3]1([C:9]([N:22]=[C:23]=O)(C2C=CC=CC=2)C2C=CC=CC=2)C=[CH:7][CH:6]=[CH:5][CH:4]=1.CC[OH:27].